This data is from Forward reaction prediction with 1.9M reactions from USPTO patents (1976-2016). The task is: Predict the product of the given reaction. (1) Given the reactants C([Si](C)(C)[O:6][CH2:7][C@@H:8]1[C@@H:13]([O:14][CH2:15][C:16]2[CH:21]=[CH:20][CH:19]=[CH:18][CH:17]=2)[C@H:12]([O:22][CH2:23][C:24]2[CH:29]=[CH:28][CH:27]=[CH:26][CH:25]=2)[C@@H:11]([O:30][CH2:31][C:32]2[CH:37]=[CH:36][CH:35]=[CH:34][CH:33]=2)[C@@:10]([C:40]2[CH:45]=[CH:44][C:43]([Cl:46])=[C:42]([CH2:47][C:48]3[CH:53]=[CH:52][C:51]([O:54][CH2:55][C:56]4[CH:61]=[CH:60][CH:59]=[CH:58][CH:57]=4)=[CH:50][CH:49]=3)[CH:41]=2)([O:38][CH3:39])[O:9]1)(C)(C)C.[F-].C([N+](CCCC)(CCCC)CCCC)CCC, predict the reaction product. The product is: [CH2:15]([O:14][C@H:13]1[C@H:12]([O:22][CH2:23][C:24]2[CH:25]=[CH:26][CH:27]=[CH:28][CH:29]=2)[C@@H:11]([O:30][CH2:31][C:32]2[CH:37]=[CH:36][CH:35]=[CH:34][CH:33]=2)[C@@:10]([C:40]2[CH:45]=[CH:44][C:43]([Cl:46])=[C:42]([CH2:47][C:48]3[CH:49]=[CH:50][C:51]([O:54][CH2:55][C:56]4[CH:61]=[CH:60][CH:59]=[CH:58][CH:57]=4)=[CH:52][CH:53]=3)[CH:41]=2)([O:38][CH3:39])[O:9][C@@H:8]1[CH2:7][OH:6])[C:16]1[CH:17]=[CH:18][CH:19]=[CH:20][CH:21]=1. (2) Given the reactants [S:1](=[O:4])(=O)=[O:2].C[N:6](C)C=O.[CH2:10]([C:14]1[S:15][CH:16]=[CH:17][C:18]=1[CH3:19])[CH:11]([CH3:13])[CH3:12].S(Cl)(Cl)=O, predict the reaction product. The product is: [CH2:10]([C:14]1[S:15][C:16]([S:1]([NH2:6])(=[O:4])=[O:2])=[CH:17][C:18]=1[CH3:19])[CH:11]([CH3:13])[CH3:12].